This data is from Full USPTO retrosynthesis dataset with 1.9M reactions from patents (1976-2016). The task is: Predict the reactants needed to synthesize the given product. (1) Given the product [CH:7]([C:6]1[CH:9]=[C:2]([C:16]2[CH:17]=[CH:18][C:13]([C:11]#[N:12])=[CH:14][CH:15]=2)[CH:3]=[CH:4][C:5]=1[OH:10])=[O:8], predict the reactants needed to synthesize it. The reactants are: Br[C:2]1[CH:9]=[C:6]([CH:7]=[O:8])[C:5]([OH:10])=[CH:4][CH:3]=1.[C:11]([C:13]1[CH:18]=[CH:17][C:16](B(O)O)=[CH:15][CH:14]=1)#[N:12]. (2) Given the product [C:19]1([N:29]2[CH2:34][CH2:33][N:32]([CH2:16][CH2:15][CH2:14][CH2:13][O:12][C:8]3[N:9]=[C:10]4[C:5]([CH:4]=[CH:3][C:2](=[O:1])[NH:11]4)=[CH:6][CH:7]=3)[CH2:31][CH2:30]2)[C:28]2[C:23](=[CH:24][CH:25]=[CH:26][CH:27]=2)[CH:22]=[CH:21][CH:20]=1, predict the reactants needed to synthesize it. The reactants are: [O:1]=[C:2]1[NH:11][C:10]2[N:9]=[C:8]([O:12][CH2:13][CH2:14][CH2:15][CH:16]=O)[CH:7]=[CH:6][C:5]=2[CH:4]=[CH:3]1.Cl.[C:19]1([N:29]2[CH2:34][CH2:33][NH:32][CH2:31][CH2:30]2)[C:28]2[C:23](=[CH:24][CH:25]=[CH:26][CH:27]=2)[CH:22]=[CH:21][CH:20]=1.CCN(CC)CC.[BH-](OC(C)=O)(OC(C)=O)OC(C)=O.[Na+]. (3) Given the product [CH2:3]([O:5][C:6]([C:7]1([C:8]2[CH:13]=[C:12]([Br:14])[CH:11]=[CH:10][N:9]=2)[CH2:18][CH2:17]1)=[O:15])[CH3:4], predict the reactants needed to synthesize it. The reactants are: [H-].[Na+].[CH2:3]([O:5][C:6](=[O:15])[CH2:7][C:8]1[CH:13]=[C:12]([Br:14])[CH:11]=[CH:10][N:9]=1)[CH3:4].Br[CH2:17][CH2:18]Br. (4) Given the product [Cl:1][C:2]1[N+:3]([O-:19])=[CH:4][CH:5]=[C:6]2[CH:10]=[CH:9][S:8][C:7]=12, predict the reactants needed to synthesize it. The reactants are: [Cl:1][C:2]1[N:3]=[CH:4][CH:5]=[C:6]2[CH:10]=[CH:9][S:8][C:7]=12.ClC1C=CC=C(C(OO)=[O:19])C=1.